The task is: Predict the reactants needed to synthesize the given product.. This data is from Full USPTO retrosynthesis dataset with 1.9M reactions from patents (1976-2016). Given the product [F:11][C:12]1[CH:13]=[C:14]([C:19]2[S:23][C:22]([N:24]([C:8]([C@H:5]3[CH2:6][CH2:7][C@H:2]([CH3:1])[CH2:3][CH2:4]3)=[O:9])[CH:25]3[CH2:30][CH2:29][O:28][CH2:27][CH2:26]3)=[C:21]([C:31]([O:33][CH3:34])=[O:32])[CH:20]=2)[CH:15]=[CH:16][C:17]=1[F:18], predict the reactants needed to synthesize it. The reactants are: [CH3:1][C@H:2]1[CH2:7][CH2:6][C@H:5]([C:8](Cl)=[O:9])[CH2:4][CH2:3]1.[F:11][C:12]1[CH:13]=[C:14]([C:19]2[S:23][C:22]([NH:24][CH:25]3[CH2:30][CH2:29][O:28][CH2:27][CH2:26]3)=[C:21]([C:31]([O:33][CH3:34])=[O:32])[CH:20]=2)[CH:15]=[CH:16][C:17]=1[F:18].C(N(C(C)C)CC)(C)C.C(=O)([O-])[O-].[Na+].[Na+].